Dataset: NCI-60 drug combinations with 297,098 pairs across 59 cell lines. Task: Regression. Given two drug SMILES strings and cell line genomic features, predict the synergy score measuring deviation from expected non-interaction effect. (1) Cell line: CCRF-CEM. Drug 2: C1=NC2=C(N=C(N=C2N1C3C(C(C(O3)CO)O)F)Cl)N. Synergy scores: CSS=58.5, Synergy_ZIP=-4.16, Synergy_Bliss=-6.87, Synergy_Loewe=-7.00, Synergy_HSA=-4.49. Drug 1: C1=C(C(=O)NC(=O)N1)F. (2) Drug 1: CC1=C(C(=O)C2=C(C1=O)N3CC4C(C3(C2COC(=O)N)OC)N4)N. Drug 2: C1CCC(C(C1)N)N.C(=O)(C(=O)[O-])[O-].[Pt+4]. Cell line: SNB-19. Synergy scores: CSS=11.2, Synergy_ZIP=-3.88, Synergy_Bliss=-3.92, Synergy_Loewe=-6.71, Synergy_HSA=-3.53. (3) Drug 1: C1=NC2=C(N=C(N=C2N1C3C(C(C(O3)CO)O)O)F)N. Drug 2: CC12CCC3C(C1CCC2O)C(CC4=C3C=CC(=C4)O)CCCCCCCCCS(=O)CCCC(C(F)(F)F)(F)F. Cell line: HCC-2998. Synergy scores: CSS=23.7, Synergy_ZIP=1.05, Synergy_Bliss=-0.490, Synergy_Loewe=-13.8, Synergy_HSA=-1.23. (4) Drug 1: CC1CCC2CC(C(=CC=CC=CC(CC(C(=O)C(C(C(=CC(C(=O)CC(OC(=O)C3CCCCN3C(=O)C(=O)C1(O2)O)C(C)CC4CCC(C(C4)OC)O)C)C)O)OC)C)C)C)OC. Drug 2: C1=CC=C(C(=C1)C(C2=CC=C(C=C2)Cl)C(Cl)Cl)Cl. Cell line: OVCAR-8. Synergy scores: CSS=0.615, Synergy_ZIP=-0.200, Synergy_Bliss=0.838, Synergy_Loewe=0.0114, Synergy_HSA=0.402. (5) Drug 1: CC1=CC2C(CCC3(C2CCC3(C(=O)C)OC(=O)C)C)C4(C1=CC(=O)CC4)C. Drug 2: CN(C(=O)NC(C=O)C(C(C(CO)O)O)O)N=O. Cell line: IGROV1. Synergy scores: CSS=0.726, Synergy_ZIP=0.292, Synergy_Bliss=0.762, Synergy_Loewe=-0.429, Synergy_HSA=-0.784. (6) Drug 1: CC1C(C(CC(O1)OC2CC(OC(C2O)C)OC3=CC4=CC5=C(C(=O)C(C(C5)C(C(=O)C(C(C)O)O)OC)OC6CC(C(C(O6)C)O)OC7CC(C(C(O7)C)O)OC8CC(C(C(O8)C)O)(C)O)C(=C4C(=C3C)O)O)O)O. Drug 2: CS(=O)(=O)OCCCCOS(=O)(=O)C. Cell line: EKVX. Synergy scores: CSS=39.1, Synergy_ZIP=1.05, Synergy_Bliss=2.10, Synergy_Loewe=-30.3, Synergy_HSA=1.68.